Dataset: Forward reaction prediction with 1.9M reactions from USPTO patents (1976-2016). Task: Predict the product of the given reaction. Given the reactants Cl[CH:2]([C:15]1[CH:20]=[CH:19][CH:18]=[CH:17][CH:16]=1)[C:3]([NH:5][C:6]1[CH:11]=[CH:10][CH:9]=[C:8]([CH2:12][CH3:13])[C:7]=1[OH:14])=[O:4].C(=O)([O-])[O-].[K+].[K+].Cl.O, predict the reaction product. The product is: [CH2:12]([C:8]1[C:7]2[O:14][CH:2]([C:15]3[CH:20]=[CH:19][CH:18]=[CH:17][CH:16]=3)[C:3](=[O:4])[NH:5][C:6]=2[CH:11]=[CH:10][CH:9]=1)[CH3:13].